From a dataset of Full USPTO retrosynthesis dataset with 1.9M reactions from patents (1976-2016). Predict the reactants needed to synthesize the given product. Given the product [F:44][C:2]([F:1])([F:45])[C:3]1[CH:4]=[C:5]([CH:37]=[C:38]([C:40]([F:41])([F:42])[F:43])[CH:39]=1)[CH2:6][N:7]([CH2:20][C:21]1[CH:22]=[CH:23][CH:24]=[C:25]2[C:29]=1[NH:28][CH2:27][CH2:26]2)[C:8]1[N:13]=[CH:12][C:11]([N:14]2[CH2:15][CH2:16][O:17][CH2:18][CH2:19]2)=[CH:10][N:9]=1, predict the reactants needed to synthesize it. The reactants are: [F:1][C:2]([F:45])([F:44])[C:3]1[CH:4]=[C:5]([CH:37]=[C:38]([C:40]([F:43])([F:42])[F:41])[CH:39]=1)[CH2:6][N:7]([CH2:20][C:21]1[CH:22]=[CH:23][CH:24]=[C:25]2[C:29]=1[N:28](C(OC(C)(C)C)=O)[CH2:27][CH2:26]2)[C:8]1[N:13]=[CH:12][C:11]([N:14]2[CH2:19][CH2:18][O:17][CH2:16][CH2:15]2)=[CH:10][N:9]=1.C(=O)(O)[O-].[Na+].C(OCC)(=O)C.